Dataset: Forward reaction prediction with 1.9M reactions from USPTO patents (1976-2016). Task: Predict the product of the given reaction. Given the reactants [C:1](Cl)(=[O:5])[C:2]([CH3:4])=[CH2:3].Cl.[NH2:8][C@H:9]([C:14]([NH2:16])=[O:15])[CH2:10][C:11](=[O:13])[NH2:12].C(OCC)C.C(=O)([O-])[O-].[K+].[K+], predict the reaction product. The product is: [C:1]([NH:16][C:14](=[O:15])[C@H:9]([CH2:10][C:11](=[O:13])[NH2:12])[NH2:8])(=[O:5])[C:2]([CH3:4])=[CH2:3].